This data is from Full USPTO retrosynthesis dataset with 1.9M reactions from patents (1976-2016). The task is: Predict the reactants needed to synthesize the given product. (1) Given the product [CH2:34]([O:33][C:31](=[O:32])[CH2:30][O:14][CH2:13][C@@:9]([C:3]1[CH:4]=[CH:5][CH:6]=[C:7]([F:8])[C:2]=1[F:1])([NH:15][S:16]([C:19]1[CH:24]=[CH:23][CH:22]=[CH:21][C:20]=1[N+:25]([O-:27])=[O:26])(=[O:17])=[O:18])[CH:10]([F:12])[F:11])[CH3:35], predict the reactants needed to synthesize it. The reactants are: [F:1][C:2]1[C:7]([F:8])=[CH:6][CH:5]=[CH:4][C:3]=1[C@@:9]([NH:15][S:16]([C:19]1[CH:24]=[CH:23][CH:22]=[CH:21][C:20]=1[N+:25]([O-:27])=[O:26])(=[O:18])=[O:17])([CH2:13][OH:14])[CH:10]([F:12])[F:11].[N+](=[CH:30][C:31]([O:33][CH2:34][CH3:35])=[O:32])=[N-]. (2) Given the product [CH3:1][O:2][C:3](=[O:14])[CH2:4][C@H:5]1[CH2:10][CH2:9][C@H:8]([CH2:11][O:12][CH3:13])[CH2:7][CH2:6]1, predict the reactants needed to synthesize it. The reactants are: [CH3:1][O:2][C:3](=[O:14])[CH:4]=[C:5]1[CH2:10][CH2:9][CH:8]([CH2:11][O:12][CH3:13])[CH2:7][CH2:6]1. (3) Given the product [OH:1][C@@H:2]1[CH2:25][CH2:24][C@@:23]2([CH3:26])[C@H:4]([C@@H:5]([CH2:29][CH3:30])[C:6](=[O:28])[C@@H:7]3[C@@H:22]2[CH2:21][CH2:20][C@@:19]2([CH3:27])[C@H:8]3[CH2:9][CH2:10][C@@H:11]2[C@H:12]([CH3:18])[CH2:13][CH2:14][C:15]([OH:17])=[O:16])[CH2:3]1, predict the reactants needed to synthesize it. The reactants are: [OH:1][C@@H:2]1[CH2:25][CH2:24][C@@:23]2([CH3:26])[C@H:4](/[C:5](=[CH:29]\[CH3:30])/[C:6](=[O:28])[C@@H:7]3[C@@H:22]2[CH2:21][CH2:20][C@@:19]2([CH3:27])[C@H:8]3[CH2:9][CH2:10][C@@H:11]2[C@H:12]([CH3:18])[CH2:13][CH2:14][C:15]([OH:17])=[O:16])[CH2:3]1.O.[OH-].[Na+].Cl. (4) Given the product [CH3:16][C:12]1[N:11]2[C:17]([C:18]3[CH:23]=[CH:22][CH:21]=[C:20]([C:24]([F:27])([F:25])[F:26])[CH:19]=3)=[C:8]([C:6]([OH:7])=[O:5])[N:9]=[C:10]2[CH:15]=[CH:14][CH:13]=1, predict the reactants needed to synthesize it. The reactants are: [OH-].[K+].C([O:5][C:6]([C:8]1[N:9]=[C:10]2[CH:15]=[CH:14][CH:13]=[C:12]([CH3:16])[N:11]2[C:17]=1[C:18]1[CH:23]=[CH:22][CH:21]=[C:20]([C:24]([F:27])([F:26])[F:25])[CH:19]=1)=[O:7])C. (5) Given the product [CH3:1][O:2][C:3]1[CH:8]=[CH:7][C:6]([C:9]2[CH:14]=[CH:13][N:12]=[C:11]3[NH:15][C:24]([C:21]4[CH:22]=[N:23][C:18]([CH3:17])=[CH:19][CH:20]=4)=[N:16][C:10]=23)=[CH:5][CH:4]=1, predict the reactants needed to synthesize it. The reactants are: [CH3:1][O:2][C:3]1[CH:8]=[CH:7][C:6]([C:9]2[CH:14]=[CH:13][N:12]=[C:11]([NH2:15])[C:10]=2[NH2:16])=[CH:5][CH:4]=1.[CH3:17][C:18]1[N:23]=[CH:22][C:21]([C:24](O)=O)=[CH:20][CH:19]=1.